From a dataset of Reaction yield outcomes from USPTO patents with 853,638 reactions. Predict the reaction yield, written as a fraction of the theoretical maximum amount of product (1.0 means a 100% yield; for example, 0.34 means a 34% yield). (1) The reactants are C([O:3][C:4](=O)[CH2:5][O:6][C@@H:7]([C:21]1[CH:26]=[CH:25][CH:24]=[C:23]([F:27])[CH:22]=1)[C@@H:8]1[CH2:13][CH2:12][CH2:11][N:10]([C:14]([O:16][C:17]([CH3:20])([CH3:19])[CH3:18])=[O:15])[CH2:9]1)C.[BH4-].[Na+]. The catalyst is CO. The product is [F:27][C:23]1[CH:22]=[C:21]([C@H:7]([O:6][CH2:5][CH2:4][OH:3])[C@@H:8]2[CH2:13][CH2:12][CH2:11][N:10]([C:14]([O:16][C:17]([CH3:19])([CH3:20])[CH3:18])=[O:15])[CH2:9]2)[CH:26]=[CH:25][CH:24]=1. The yield is 0.410. (2) The reactants are Cl[C:2]1[N:7]=[CH:6][C:5]([C:8]2[C:16]3[C:11](=[CH:12][C:13]([F:17])=[CH:14][CH:15]=3)[N:10]([S:18]([C:21]3[CH:26]=[CH:25][CH:24]=[CH:23][CH:22]=3)(=[O:20])=[O:19])[CH:9]=2)=[CH:4][CH:3]=1.[CH3:27][NH2:28]. The catalyst is CS(C)=O. The product is [F:17][C:13]1[CH:12]=[C:11]2[C:16]([C:8]([C:5]3[CH:4]=[CH:3][C:2]([NH:28][CH3:27])=[N:7][CH:6]=3)=[CH:9][N:10]2[S:18]([C:21]2[CH:26]=[CH:25][CH:24]=[CH:23][CH:22]=2)(=[O:20])=[O:19])=[CH:15][CH:14]=1. The yield is 0.230. (3) The reactants are [CH2:1]([N:3]1[C:7]2[N:8]=[C:9]([C:18]3[CH:23]=[CH:22][C:21]([NH:24][C:25]([NH:27][C:28]4[CH:36]=[CH:35][C:31]([C:32]([OH:34])=O)=[CH:30][CH:29]=4)=[O:26])=[CH:20][CH:19]=3)[N:10]=[C:11]([N:12]3[CH2:17][CH2:16][O:15][CH2:14][CH2:13]3)[C:6]=2[CH:5]=[CH:4]1)[CH3:2].[CH2:37]([N:39]1[CH2:44][CH2:43][NH:42][CH2:41][CH2:40]1)[CH3:38]. No catalyst specified. The product is [CH2:1]([N:3]1[C:7]2[N:8]=[C:9]([C:18]3[CH:23]=[CH:22][C:21]([NH:24][C:25]([NH:27][C:28]4[CH:29]=[CH:30][C:31]([C:32]([N:42]5[CH2:43][CH2:44][N:39]([CH2:37][CH3:38])[CH2:40][CH2:41]5)=[O:34])=[CH:35][CH:36]=4)=[O:26])=[CH:20][CH:19]=3)[N:10]=[C:11]([N:12]3[CH2:13][CH2:14][O:15][CH2:16][CH2:17]3)[C:6]=2[CH:5]=[CH:4]1)[CH3:2]. The yield is 0.680. (4) The reactants are [C:1]([O:5][C:6]([C:8]1([C:14]2[CH:22]=[CH:21][C:17]([C:18]([OH:20])=[O:19])=[CH:16][CH:15]=2)[CH2:13][CH2:12][CH2:11][CH2:10][CH2:9]1)=[O:7])([CH3:4])([CH3:3])[CH3:2].C(Cl)(=O)C(Cl)=O.CN(C)C=O.[CH:34](O)([CH3:36])[CH3:35]. The catalyst is ClCCl.CN(C)C1C=CN=CC=1.C1C=CC=CC=1. The product is [C:1]([O:5][C:6]([C:8]1([C:14]2[CH:15]=[CH:16][C:17]([C:18]([O:20][CH:34]([CH3:36])[CH3:35])=[O:19])=[CH:21][CH:22]=2)[CH2:13][CH2:12][CH2:11][CH2:10][CH2:9]1)=[O:7])([CH3:4])([CH3:2])[CH3:3]. The yield is 0.910. (5) The reactants are [C:1]1(=[O:17])[N:5]([CH2:6][CH2:7][O:8][CH2:9][CH2:10][OH:11])[C:4](=[O:12])[C:3]2=[CH:13][CH:14]=[CH:15][CH:16]=[C:2]12.[H-].[Na+].[CH2:20](Br)[C:21]#[CH:22].CO. The catalyst is CN(C)C=O. The product is [C:4]1(=[O:12])[N:5]([CH2:6][CH2:7][O:8][CH2:9][CH2:10][O:11][CH2:22][C:21]#[CH:20])[C:1](=[O:17])[C:2]2=[CH:16][CH:15]=[CH:14][CH:13]=[C:3]12. The yield is 0.366.